This data is from CYP1A2 inhibition data for predicting drug metabolism from PubChem BioAssay. The task is: Regression/Classification. Given a drug SMILES string, predict its absorption, distribution, metabolism, or excretion properties. Task type varies by dataset: regression for continuous measurements (e.g., permeability, clearance, half-life) or binary classification for categorical outcomes (e.g., BBB penetration, CYP inhibition). Dataset: cyp1a2_veith. (1) The drug is CN(C)CCCn1cc(C2=C(c3c[nH]c4ccccc34)C(=O)NC2=O)c2ccccc21. The result is 1 (inhibitor). (2) The molecule is Cn1c(=O)c(CCc2ccccc2)nc2cnc(OCc3ccccc3)nc21. The result is 1 (inhibitor). (3) The drug is CS(=O)(=O)Nc1cccc(-c2cncnc2Nc2ccccc2)c1. The result is 1 (inhibitor). (4) The molecule is Cc1nn(-c2ccccc2)c(N2CCCCC2)c1/C=N/O. The result is 1 (inhibitor). (5) The molecule is CCOC(=O)c1c(NC(=O)c2c(Br)cnn2C)c(C#N)nn1-c1ccccc1. The result is 1 (inhibitor). (6) The compound is CCOc1ccc(-c2nnc3ccc(SC)nn23)cc1. The result is 1 (inhibitor). (7) The molecule is Cc1ccc(/C(O)=C2/C(=O)C(=O)N(CCCn3ccnc3)C2c2ccccn2)cc1. The result is 0 (non-inhibitor).